Dataset: Forward reaction prediction with 1.9M reactions from USPTO patents (1976-2016). Task: Predict the product of the given reaction. (1) Given the reactants Cl.[NH:2]1[CH2:5][CH:4]([C:6]2[CH:32]=[CH:31][C:9]3[C:10]4[C:14]([CH2:15][CH2:16][O:17][C:8]=3[CH:7]=2)=[CH:13][N:12]([C:18]2[N:19]([C:23]3[CH:28]=[CH:27][C:26]([F:29])=[CH:25][C:24]=3[F:30])[N:20]=[CH:21][N:22]=2)[N:11]=4)[CH2:3]1.Br[CH2:34][C:35]([NH2:37])=[O:36].CO, predict the reaction product. The product is: [F:30][C:24]1[CH:25]=[C:26]([F:29])[CH:27]=[CH:28][C:23]=1[N:19]1[C:18]([N:12]2[N:11]=[C:10]3[C:14]([CH2:15][CH2:16][O:17][C:8]4[CH:7]=[C:6]([CH:4]5[CH2:3][N:2]([CH2:34][C:35]([NH2:37])=[O:36])[CH2:5]5)[CH:32]=[CH:31][C:9]=43)=[CH:13]2)=[N:22][CH:21]=[N:20]1. (2) Given the reactants [CH2:1]([N:3]([CH2:14][CH3:15])[C:4]1[CH:9]=[CH:8][C:7]([C:10]([NH:12][NH2:13])=[O:11])=[CH:6][CH:5]=1)[CH3:2].[N-:16]=[C:17]=[S:18].[Br:19][C:20]1[CH:25]=[CH:24][CH:23]=[CH:22][C:21]=1[Cl:26], predict the reaction product. The product is: [CH2:14]([N:3]([CH2:1][CH3:2])[C:4]1[CH:9]=[CH:8][C:7]([C:10]([NH:12][NH:13][C:17]([NH:16][C:23]2[CH:24]=[CH:25][C:20]([Br:19])=[C:21]([Cl:26])[CH:22]=2)=[S:18])=[O:11])=[CH:6][CH:5]=1)[CH3:15].